This data is from Reaction yield outcomes from USPTO patents with 853,638 reactions. The task is: Predict the reaction yield, written as a fraction of the theoretical maximum amount of product (1.0 means a 100% yield; for example, 0.34 means a 34% yield). (1) The reactants are [CH:1]1([CH2:4][N:5]2[C:13]3[CH:12]=[CH:11][CH:10]=[C:9]([C:14]([O:16]C)=O)[C:8]=3[CH:7]=[CH:6]2)[CH2:3][CH2:2]1.O.[NH2:19][NH2:20].O. The catalyst is C(O)C. The product is [CH:1]1([CH2:4][N:5]2[C:13]3[CH:12]=[CH:11][CH:10]=[C:9]([C:14]([NH:19][NH2:20])=[O:16])[C:8]=3[CH:7]=[CH:6]2)[CH2:3][CH2:2]1. The yield is 0.680. (2) The reactants are [CH3:1][O:2][C:3]1[CH:4]=[C:5]([CH:9]([OH:12])[CH:10]=[CH2:11])[CH:6]=[CH:7][CH:8]=1.CC(C)=O.OS(O)(=O)=O.O=[Cr](=O)=O. The catalyst is CC(C)=O.CCOCC. The product is [CH3:1][O:2][C:3]1[CH:4]=[C:5]([C:9](=[O:12])[CH:10]=[CH2:11])[CH:6]=[CH:7][CH:8]=1. The yield is 0.310. (3) The reactants are [CH2:1]([N:8]1[CH2:13][CH2:12][N:11]([C:14](OC(C)(C)C)=O)[CH:10]([C:21](OC)=[O:22])[CH2:9]1)[C:2]1[CH:7]=[CH:6][CH:5]=[CH:4][CH:3]=1.[H-].[Al+3].[Li+].[H-].[H-].[H-]. The catalyst is O1CCCC1. The product is [CH2:1]([N:8]1[CH2:13][CH2:12][N:11]([CH3:14])[CH:10]([CH2:21][OH:22])[CH2:9]1)[C:2]1[CH:3]=[CH:4][CH:5]=[CH:6][CH:7]=1. The yield is 0.910. (4) The reactants are Br[C:2]1[CH:3]=[CH:4][C:5]([CH2:8][OH:9])=[N:6][CH:7]=1.[C-:10]#[N:11].[Na+]. The catalyst is C(C#N)C.C1C=CC([P]([Pd]([P](C2C=CC=CC=2)(C2C=CC=CC=2)C2C=CC=CC=2)([P](C2C=CC=CC=2)(C2C=CC=CC=2)C2C=CC=CC=2)[P](C2C=CC=CC=2)(C2C=CC=CC=2)C2C=CC=CC=2)(C2C=CC=CC=2)C2C=CC=CC=2)=CC=1.[Cu]I. The product is [C:10]([C:2]1[CH:3]=[CH:4][C:5]([CH2:8][OH:9])=[N:6][CH:7]=1)#[N:11]. The yield is 0.480.